Predict the reactants needed to synthesize the given product. From a dataset of Full USPTO retrosynthesis dataset with 1.9M reactions from patents (1976-2016). (1) Given the product [F:28][C:25]1[CH:26]=[CH:27][C:22]([CH2:21][N:18]2[CH2:17][CH:16]([CH2:29][CH2:30][N:31]([CH3:32])[S:34]([CH3:33])(=[O:36])=[O:35])[N:7]3[C:8](=[O:15])[N:9]([CH:12]([CH3:14])[CH3:13])[C:10](=[O:11])[C:5]([OH:4])=[C:6]3[C:19]2=[O:20])=[CH:23][CH:24]=1, predict the reactants needed to synthesize it. The reactants are: C([O:4][C:5]1[C:10](=[O:11])[N:9]([CH:12]([CH3:14])[CH3:13])[C:8](=[O:15])[N:7]2[CH:16]([CH2:29][CH2:30][NH:31][CH3:32])[CH2:17][N:18]([CH2:21][C:22]3[CH:27]=[CH:26][C:25]([F:28])=[CH:24][CH:23]=3)[C:19](=[O:20])[C:6]=12)(=O)C.[CH3:33][S:34](Cl)(=[O:36])=[O:35].C(N(CC)CC)C. (2) The reactants are: Br[CH2:2]/[CH:3]=[CH:4]/[C:5]([NH:7][C:8]1[CH:9]=[C:10]2[C:15](=[CH:16][C:17]=1[O:18][CH3:19])[N:14]=[CH:13][N:12]=[C:11]2[NH:20][C:21]1[CH:26]=[CH:25][C:24]([F:27])=[C:23]([Cl:28])[CH:22]=1)=[O:6].[CH2:29]1[CH:33]2[CH2:34][NH:35][CH2:36][CH:32]2[CH2:31][O:30]1.CCN(C(C)C)C(C)C.O. Given the product [Cl:28][C:23]1[CH:22]=[C:21]([NH:20][C:11]2[C:10]3[C:15](=[CH:16][C:17]([O:18][CH3:19])=[C:8]([NH:7][C:5](=[O:6])/[CH:4]=[CH:3]/[CH2:2][N:35]4[CH2:36][CH:32]5[CH2:31][O:30][CH2:29][CH:33]5[CH2:34]4)[CH:9]=3)[N:14]=[CH:13][N:12]=2)[CH:26]=[CH:25][C:24]=1[F:27], predict the reactants needed to synthesize it. (3) Given the product [I:1][C:2]1[CH:11]=[CH:10][C:9]2[C:4](=[C:5]([O:12][CH:14]([CH3:16])[CH3:15])[CH:6]=[CH:7][CH:8]=2)[N:3]=1, predict the reactants needed to synthesize it. The reactants are: [I:1][C:2]1[CH:11]=[CH:10][C:9]2[C:4](=[C:5]([OH:12])[CH:6]=[CH:7][CH:8]=2)[N:3]=1.Br[CH:14]([CH3:16])[CH3:15]. (4) Given the product [O:1]=[C:2]1[CH2:3][CH:4]([NH:16][C:18](=[O:19])[O:31][CH2:24][C:25]2[CH:30]=[CH:29][CH:28]=[CH:27][CH:26]=2)[CH2:5]1, predict the reactants needed to synthesize it. The reactants are: [O:1]=[C:2]1[CH2:5][CH:4](C(O)=O)[CH2:3]1.C(Cl)(=O)C(Cl)=O.C[N:16]([CH:18]=[O:19])C.[N-]=[N+]=[N-].[Na+].[CH2:24]([OH:31])[C:25]1[CH:30]=[CH:29][CH:28]=[CH:27][CH:26]=1. (5) Given the product [NH2:1][C:2]1[N:3]([C@@H:12]2[O:18][C@H:17]([CH2:19][OH:20])[C@@H:15]([OH:16])[C@H:13]2[OH:14])[C:4]2[C:9]([N:10]=1)=[C:8]([NH:27][CH2:21][C:22]1[O:26][CH:25]=[CH:24][CH:23]=1)[N:7]=[CH:6][N:5]=2, predict the reactants needed to synthesize it. The reactants are: [NH2:1][C:2]1[N:3]([C@@H:12]2[O:18][C@H:17]([CH2:19][OH:20])[C@@H:15]([OH:16])[C@H:13]2[OH:14])[C:4]2[C:9]([N:10]=1)=[C:8](Cl)[N:7]=[CH:6][N:5]=2.[CH2:21]([NH2:27])[C:22]1[O:26][CH:25]=[CH:24][CH:23]=1. (6) Given the product [O:20]=[C:19]1[CH2:18][N:9]([C:28]([O:30][C:31]([CH3:34])([CH3:33])[CH3:32])=[O:29])[C@@H:5]2[CH2:4][O:3][CH2:7][C@@H:6]2[NH:8]1, predict the reactants needed to synthesize it. The reactants are: Cl.Cl.[O:3]1[CH2:7][C@@H:6]([NH2:8])[C@@H:5]([NH2:9])[CH2:4]1.C(N(CC)CC)C.Br[CH2:18][C:19](OC1C=CC=CC=1)=[O:20].[C:28](O[C:28]([O:30][C:31]([CH3:34])([CH3:33])[CH3:32])=[O:29])([O:30][C:31]([CH3:34])([CH3:33])[CH3:32])=[O:29]. (7) Given the product [CH3:1][O:2][CH2:3][O:4][CH2:5][C@@H:6]1[C@@H:11]2[CH2:12][CH2:13][C@@H:8]([C@@H:9]([OH:26])[CH2:10]2)[N:7]1[C@@H:14]([C:16]1[CH:21]=[CH:20][CH:19]=[CH:18][CH:17]=1)[CH3:15], predict the reactants needed to synthesize it. The reactants are: [CH3:1][O:2][CH2:3][O:4][CH2:5][C@@H:6]1[C@@H:11]2[CH2:12][CH2:13][C@@H:8]([CH:9]=[CH:10]2)[N:7]1[C@@H:14]([C:16]1[CH:21]=[CH:20][CH:19]=[CH:18][CH:17]=1)[CH3:15].B.C1C[O:26]CC1.